From a dataset of Peptide-MHC class II binding affinity with 134,281 pairs from IEDB. Regression. Given a peptide amino acid sequence and an MHC pseudo amino acid sequence, predict their binding affinity value. This is MHC class II binding data. (1) The peptide sequence is YNYMEPYVSKNPRQA. The MHC is DRB4_0101 with pseudo-sequence DRB4_0103. The binding affinity (normalized) is 0.116. (2) The peptide sequence is EVDISVVVQDPKNVY. The MHC is HLA-DQA10102-DQB10501 with pseudo-sequence HLA-DQA10102-DQB10501. The binding affinity (normalized) is 0. (3) The peptide sequence is YDKFLANVSTVLTCK. The MHC is DRB1_0101 with pseudo-sequence DRB1_0101. The binding affinity (normalized) is 0.861. (4) The peptide sequence is RRGVRSLSNKIKQKT. The MHC is HLA-DQA10501-DQB10402 with pseudo-sequence HLA-DQA10501-DQB10402. The binding affinity (normalized) is 0.366. (5) The peptide sequence is FVAAAKYMVIQGEPG. The MHC is DRB1_1101 with pseudo-sequence DRB1_1101. The binding affinity (normalized) is 0.722. (6) The peptide sequence is NVVKSGIFLSVAAGN. The MHC is DRB1_0405 with pseudo-sequence DRB1_0405. The binding affinity (normalized) is 0.435. (7) The peptide sequence is AENVKPPKVDPATYG. The MHC is DRB4_0101 with pseudo-sequence DRB4_0103. The binding affinity (normalized) is 0.160. (8) The peptide sequence is QNLARTISEAGQAMA. The MHC is DRB1_0404 with pseudo-sequence DRB1_0404. The binding affinity (normalized) is 0.597.